This data is from Full USPTO retrosynthesis dataset with 1.9M reactions from patents (1976-2016). The task is: Predict the reactants needed to synthesize the given product. (1) Given the product [CH2:26]([O:28][C:29](=[O:41])[C:30]([CH3:32])([O:33][C:34]1[CH:39]=[CH:38][C:37]([O:15][CH2:14][CH2:13][C:3]2[N:4]=[C:5]([C:7]3[CH:8]=[CH:9][CH:10]=[CH:11][CH:12]=3)[O:6][C:2]=2[CH3:1])=[CH:36][CH:35]=1)[CH3:31])[CH3:27], predict the reactants needed to synthesize it. The reactants are: [CH3:1][C:2]1[O:6][C:5]([C:7]2[CH:12]=[CH:11][CH:10]=[CH:9][CH:8]=2)=[N:4][C:3]=1[CH2:13][CH2:14][O:15]S(C1C=CC(C)=CC=1)(=O)=O.[CH2:26]([O:28][C:29](=[O:41])[C:30]([O:33][C:34]1[CH:39]=[CH:38][C:37](O)=[CH:36][CH:35]=1)([CH3:32])[CH3:31])[CH3:27].C([O-])([O-])=O.[Cs+].[Cs+]. (2) The reactants are: [CH3:1][C:2]1[NH:12][C:5]2[C:6](=[O:11])[N:7]([CH3:10])[CH:8]=[CH:9][C:4]=2[C:3]=1[C:13]([O:15][CH2:16][CH3:17])=[O:14].Br[CH:19]([C:21]1[CH:26]=[CH:25][CH:24]=[CH:23][CH:22]=1)[CH3:20].C(=O)([O-])[O-].[Cs+].[Cs+]. Given the product [CH3:1][C:2]1[N:12]([CH:19]([C:21]2[CH:26]=[CH:25][CH:24]=[CH:23][CH:22]=2)[CH3:20])[C:5]2[C:6](=[O:11])[N:7]([CH3:10])[CH:8]=[CH:9][C:4]=2[C:3]=1[C:13]([O:15][CH2:16][CH3:17])=[O:14], predict the reactants needed to synthesize it. (3) The reactants are: [CH3:1][O:2][C:3]1[CH:8]=[CH:7][C:6]([C:9]2[S:13][C:12]([S:14]([NH:17][C@H:18]([CH:22]3[CH2:27][CH2:26][NH:25][CH2:24][CH2:23]3)[C:19]([OH:21])=[O:20])(=[O:16])=[O:15])=[CH:11][CH:10]=2)=[CH:5][CH:4]=1.C[Si](C([Si](C)(C)C)C(N)=O)(C)C.[Cl:40][CH2:41][C:42](Cl)=[O:43]. Given the product [Cl:40][CH2:41][C:42]([N:25]1[CH2:26][CH2:27][CH:22]([C@@H:18]([NH:17][S:14]([C:12]2[S:13][C:9]([C:6]3[CH:5]=[CH:4][C:3]([O:2][CH3:1])=[CH:8][CH:7]=3)=[CH:10][CH:11]=2)(=[O:15])=[O:16])[C:19]([OH:21])=[O:20])[CH2:23][CH2:24]1)=[O:43], predict the reactants needed to synthesize it.